This data is from Reaction yield outcomes from USPTO patents with 853,638 reactions. The task is: Predict the reaction yield, written as a fraction of the theoretical maximum amount of product (1.0 means a 100% yield; for example, 0.34 means a 34% yield). (1) The reactants are Cl.[CH3:2][O:3][NH:4][CH3:5].C([Li])CCC.CO[C:13]([C:15]1[S:23][C:22]2[CH:21]=[CH:20][N:19]=[CH:18][C:17]=2[CH:16]=1)=[O:14].[NH4+].[Cl-]. The catalyst is C1COCC1.CCOC(C)=O. The product is [CH3:2][O:3][N:4]([CH3:5])[C:13]([C:15]1[S:23][C:22]2[CH:21]=[CH:20][N:19]=[CH:18][C:17]=2[CH:16]=1)=[O:14]. The yield is 0.510. (2) The reactants are [CH3:1][O:2][C:3](=[O:22])[C:4]1[CH:9]=[CH:8][C:7]([CH2:10][CH:11]([C:15]2[CH:20]=[CH:19][C:18]([Br:21])=[CH:17][CH:16]=2)[C:12]([OH:14])=O)=[CH:6][CH:5]=1.C(Cl)(=O)C(Cl)=O.[C:29]1([NH2:35])[CH:34]=[CH:33][CH:32]=[CH:31][CH:30]=1.[O:36]1[C:41]2=[CH:42][CH:43]=[CH:44][C:40]2=[CH:39][CH:38]=[CH:37]1. The catalyst is C(Cl)Cl. The product is [CH3:1][O:2][C:3](=[O:22])[C:4]1[CH:5]=[CH:6][C:7]([CH2:10][CH:11]([C:12](=[O:14])[N:35]([C:37]2[O:36][C:41]3=[CH:42][CH:43]=[CH:44][C:40]3=[CH:39][CH:38]=2)[C:29]2[CH:34]=[CH:33][CH:32]=[CH:31][CH:30]=2)[C:15]2[CH:20]=[CH:19][C:18]([Br:21])=[CH:17][CH:16]=2)=[CH:8][CH:9]=1. The yield is 0.690. (3) The reactants are [S:1]1[C:5]2[CH:6]=[C:7]([C:10]([OH:12])=O)[CH:8]=[CH:9][C:4]=2[N:3]=[CH:2]1.[NH:13]1[CH2:18][CH2:17][CH2:16][C@@H:15]2[C:19]3[CH:20]=[CH:21][CH:22]=[CH:23][C:24]=3[CH2:25][C@H:14]12.F[P-](F)(F)(F)(F)F.N1(OC(N(C)C)=[N+](C)C)C2N=CC=CC=2N=N1. No catalyst specified. The product is [S:1]1[C:5]2[CH:6]=[C:7]([C:10]([N:13]3[CH2:18][CH2:17][CH2:16][C@@H:15]4[C:19]5[CH:20]=[CH:21][CH:22]=[CH:23][C:24]=5[CH2:25][C@H:14]34)=[O:12])[CH:8]=[CH:9][C:4]=2[N:3]=[CH:2]1. The yield is 0.360. (4) The reactants are Br[C:2]1[C:10]2[C:9]([NH:11][C@H:12]([C:14]3[N:19]([C:20]4[CH:25]=[CH:24][CH:23]=[CH:22][CH:21]=4)[C:18](=[O:26])[C:17]4=[C:27]([CH3:30])[CH:28]=[CH:29][N:16]4[N:15]=3)[CH3:13])=[N:8][CH:7]=[N:6][C:5]=2[N:4]([CH2:31][O:32][CH2:33][CH2:34][Si:35]([CH3:38])([CH3:37])[CH3:36])[CH:3]=1.[CH3:39][C:40]1[CH:41]=[C:42]([NH:55][S:56]([CH3:59])(=[O:58])=[O:57])[CH:43]=[C:44](B2OC(C)(C)C(C)(C)O2)[CH:45]=1.C(=O)([O-])[O-].[Na+].[Na+]. The catalyst is C1C=CC([P]([Pd]([P](C2C=CC=CC=2)(C2C=CC=CC=2)C2C=CC=CC=2)([P](C2C=CC=CC=2)(C2C=CC=CC=2)C2C=CC=CC=2)[P](C2C=CC=CC=2)(C2C=CC=CC=2)C2C=CC=CC=2)(C2C=CC=CC=2)C2C=CC=CC=2)=CC=1. The product is [CH3:39][C:40]1[CH:41]=[C:42]([NH:55][S:56]([CH3:59])(=[O:58])=[O:57])[CH:43]=[C:44]([C:2]2[C:10]3[C:9]([NH:11][C@H:12]([C:14]4[N:19]([C:20]5[CH:25]=[CH:24][CH:23]=[CH:22][CH:21]=5)[C:18](=[O:26])[C:17]5=[C:27]([CH3:30])[CH:28]=[CH:29][N:16]5[N:15]=4)[CH3:13])=[N:8][CH:7]=[N:6][C:5]=3[N:4]([CH2:31][O:32][CH2:33][CH2:34][Si:35]([CH3:38])([CH3:37])[CH3:36])[CH:3]=2)[CH:45]=1. The yield is 0.380.